This data is from Reaction yield outcomes from USPTO patents with 853,638 reactions. The task is: Predict the reaction yield, written as a fraction of the theoretical maximum amount of product (1.0 means a 100% yield; for example, 0.34 means a 34% yield). (1) The reactants are [Br:1][C:2]1[CH:7]=[CH:6][C:5]([S:8](Cl)(=[O:10])=[O:9])=[CH:4][C:3]=1[F:12].O.NN.C([O-])(=O)C.[Na+].Br[CH:22]([CH3:24])[CH3:23]. The catalyst is C1COCC1. The product is [Br:1][C:2]1[CH:7]=[CH:6][C:5]([S:8]([CH:22]([CH3:24])[CH3:23])(=[O:10])=[O:9])=[CH:4][C:3]=1[F:12]. The yield is 0.120. (2) The yield is 0.960. The product is [C:16]1([O:22][C:23](=[O:24])[NH:1][C:2]2[CH:3]=[N:4][C:5]([O:8][CH3:9])=[CH:6][CH:7]=2)[CH:21]=[CH:20][CH:19]=[CH:18][CH:17]=1. The catalyst is C1COCC1. The reactants are [NH2:1][C:2]1[CH:3]=[N:4][C:5]([O:8][CH3:9])=[CH:6][CH:7]=1.N1C=CC=CC=1.[C:16]1([O:22][C:23](Cl)=[O:24])[CH:21]=[CH:20][CH:19]=[CH:18][CH:17]=1.